From a dataset of Full USPTO retrosynthesis dataset with 1.9M reactions from patents (1976-2016). Predict the reactants needed to synthesize the given product. (1) Given the product [CH:1]1([N:4]([CH2:5][CH2:6][C:7]2[CH:12]=[CH:11][C:10]([O:13][CH2:14][CH2:15][C:16]3[CH:17]=[CH:18][CH:19]=[CH:20][CH:21]=3)=[CH:9][CH:8]=2)[CH2:23][CH2:24][CH2:25][C:26]#[N:27])[CH2:2][CH2:3]1, predict the reactants needed to synthesize it. The reactants are: [CH:1]1([NH:4][CH2:5][CH2:6][C:7]2[CH:12]=[CH:11][C:10]([O:13][CH2:14][CH2:15][C:16]3[CH:21]=[CH:20][CH:19]=[CH:18][CH:17]=3)=[CH:9][CH:8]=2)[CH2:3][CH2:2]1.Br[CH2:23][CH2:24][CH2:25][C:26]#[N:27].CCN(C(C)C)C(C)C.C(Cl)Cl. (2) The reactants are: [CH3:1][O:2][C:3](=[O:25])[CH2:4][C:5]1[CH:6]=[C:7]([C:13]2[CH:18]=[CH:17][C:16]([C:19]([F:22])([F:21])[F:20])=[CH:15][C:14]=2[CH2:23]O)[C:8]([O:11][CH3:12])=[CH:9][CH:10]=1.[CH3:26][C:27]1([C:34]2[CH:39]=[CH:38][CH:37]=[CH:36][CH:35]=2)[NH:31][C:30](=[O:32])[NH:29][C:28]1=[O:33].C1(P(C2C=CC=CC=2)C2C=CC=CC=2)C=CC=CC=1.N(C(OC(C)C)=O)=NC(OC(C)C)=O. Given the product [CH3:1][O:2][C:3](=[O:25])[CH2:4][C:5]1[CH:6]=[C:7]([C:13]2[CH:18]=[CH:17][C:16]([C:19]([F:21])([F:22])[F:20])=[CH:15][C:14]=2[CH2:23][N:29]2[C:28](=[O:33])[C:27]([CH3:26])([C:34]3[CH:35]=[CH:36][CH:37]=[CH:38][CH:39]=3)[NH:31][C:30]2=[O:32])[C:8]([O:11][CH3:12])=[CH:9][CH:10]=1, predict the reactants needed to synthesize it. (3) Given the product [F:1][C:2]1[CH:3]=[C:4]([CH:13]2[CH2:18][N:17]([C:31]([O:33][C:34]3[CH:35]=[CH:36][C:37]([N+:40]([O-:42])=[O:41])=[CH:38][CH:39]=3)=[O:32])[CH2:16][CH:15]([C:19]([O:21][CH3:22])=[O:20])[CH2:14]2)[CH:5]=[CH:6][C:7]=1[O:8][C:9]([F:12])([F:10])[F:11], predict the reactants needed to synthesize it. The reactants are: [F:1][C:2]1[CH:3]=[C:4]([CH:13]2[CH2:18][NH:17][CH2:16][CH:15]([C:19]([O:21][CH3:22])=[O:20])[CH2:14]2)[CH:5]=[CH:6][C:7]=1[O:8][C:9]([F:12])([F:11])[F:10].C(N(CC)CC)C.Cl[C:31]([O:33][C:34]1[CH:39]=[CH:38][C:37]([N+:40]([O-:42])=[O:41])=[CH:36][CH:35]=1)=[O:32]. (4) Given the product [Br:28][C:26]1[N:25]([CH:29]([CH3:31])[CH3:30])[C:24]2[CH:32]([C:34]3[CH:39]=[CH:38][C:37]([Cl:40])=[C:36]([F:49])[CH:35]=3)[N:1]([C:2]3[C:3](=[O:18])[N:4]([CH2:9][C:10]4[CH:15]=[CH:14][C:13]([O:16][CH3:17])=[CH:12][CH:11]=4)[CH:5]=[C:6]([Cl:8])[CH:7]=3)[C:21](=[O:20])[C:23]=2[CH:27]=1, predict the reactants needed to synthesize it. The reactants are: [NH2:1][C:2]1[C:3](=[O:18])[N:4]([CH2:9][C:10]2[CH:15]=[CH:14][C:13]([O:16][CH3:17])=[CH:12][CH:11]=2)[CH:5]=[C:6]([Cl:8])[CH:7]=1.C[O:20][C:21]([C:23]1[CH:27]=[C:26]([Br:28])[N:25]([CH:29]([CH3:31])[CH3:30])[C:24]=1[CH:32]([C:34]1[CH:39]=[CH:38][C:37]([Cl:40])=[CH:36][CH:35]=1)O)=O.ClC1C=C(C=CC=1[F:49])N.ClC(N(C)C)=C(C)C. (5) Given the product [ClH:32].[ClH:32].[NH2:7][C@@H:8]1[CH2:13][CH2:12][CH2:11][N:10]([C:14]([C:16]2[N:17]=[C:18]([CH:28]3[CH2:29][CH2:30]3)[S:19][C:20]=2[C:21]2[CH:22]=[C:23]([CH3:27])[CH:24]=[CH:25][CH:26]=2)=[O:15])[CH2:9]1, predict the reactants needed to synthesize it. The reactants are: C(OC(=O)[NH:7][C@@H:8]1[CH2:13][CH2:12][CH2:11][N:10]([C:14]([C:16]2[N:17]=[C:18]([CH:28]3[CH2:30][CH2:29]3)[S:19][C:20]=2[C:21]2[CH:22]=[C:23]([CH3:27])[CH:24]=[CH:25][CH:26]=2)=[O:15])[CH2:9]1)(C)(C)C.[ClH:32]. (6) Given the product [C:1]([O:5][C:6](=[O:44])[NH:7][CH2:8][CH2:9][CH2:10][N:11]1[CH2:12][CH2:13][CH:14]([N:17]2[CH:40]=[C:22]3[C:21]([NH:26][C:25]4[C:24]([O:23]3)=[CH:30][CH:29]=[C:28]([CH2:31][CH2:32][C:33]3[CH:38]=[CH:37][CH:36]=[C:35]([F:39])[CH:34]=3)[CH:27]=4)=[N:20][C:18]2=[O:19])[CH2:15][CH2:16]1)([CH3:4])([CH3:2])[CH3:3], predict the reactants needed to synthesize it. The reactants are: [C:1]([O:5][C:6](=[O:44])[NH:7][CH2:8][CH2:9][CH2:10][N:11]1[CH2:16][CH2:15][CH:14]([NH:17][C:18]([NH:20][C:21]2[C:22](=[CH:40]N(C)C)[O:23][C:24]3[CH:30]=[CH:29][C:28]([CH2:31][CH2:32][C:33]4[CH:38]=[CH:37][CH:36]=[C:35]([F:39])[CH:34]=4)=[CH:27][C:25]=3[N:26]=2)=[O:19])[CH2:13][CH2:12]1)([CH3:4])([CH3:3])[CH3:2]. (7) The reactants are: Cl[C:2]1[C:7]2[CH2:8][CH:9]=[CH:10][CH2:11][CH2:12][C:13]3[CH:22]=[C:21]([CH3:23])[N:20]=[C:19]([O:24]C)[C:14]=3[CH2:15][NH:16][C:17](=[O:18])[C:6]=2[CH:5]=[CH:4][N:3]=1.ClC1C2CC=CCCC3C=C(C)N=[C:44]([O:49][CH3:50])[C:39]=3[CH2:40][NH:41][C:42](=O)[C:31]=2C=CN=1.O1CCC(N)C[CH2:52]1.C(=O)C.[BH-](OC(C)=O)(OC(C)=O)OC(C)=O.[Na+].CC(O)=O.Cl. Given the product [CH2:42]([N:41]([CH:40]1[CH2:39][CH2:44][O:49][CH2:50][CH2:52]1)[C:2]1[C:7]2[CH2:8][CH:9]=[CH:10][CH2:11][CH2:12][C:13]3[CH:22]=[C:21]([CH3:23])[NH:20][C:19](=[O:24])[C:14]=3[CH2:15][NH:16][C:17](=[O:18])[C:6]=2[CH:5]=[CH:4][N:3]=1)[CH3:31], predict the reactants needed to synthesize it.